This data is from NCI-60 drug combinations with 297,098 pairs across 59 cell lines. The task is: Regression. Given two drug SMILES strings and cell line genomic features, predict the synergy score measuring deviation from expected non-interaction effect. (1) Drug 1: CN(C)C1=NC(=NC(=N1)N(C)C)N(C)C. Drug 2: C1=CN(C(=O)N=C1N)C2C(C(C(O2)CO)O)O.Cl. Cell line: SK-MEL-28. Synergy scores: CSS=13.9, Synergy_ZIP=-3.82, Synergy_Bliss=1.32, Synergy_Loewe=-25.0, Synergy_HSA=-2.64. (2) Drug 2: C1CCC(C(C1)N)N.C(=O)(C(=O)[O-])[O-].[Pt+4]. Synergy scores: CSS=26.1, Synergy_ZIP=-5.76, Synergy_Bliss=-0.813, Synergy_Loewe=-3.06, Synergy_HSA=3.05. Drug 1: C(=O)(N)NO. Cell line: MDA-MB-231. (3) Drug 1: CC1=C2C(C(=O)C3(C(CC4C(C3C(C(C2(C)C)(CC1OC(=O)C(C(C5=CC=CC=C5)NC(=O)OC(C)(C)C)O)O)OC(=O)C6=CC=CC=C6)(CO4)OC(=O)C)OC)C)OC. Drug 2: CC1=C2C(C(=O)C3(C(CC4C(C3C(C(C2(C)C)(CC1OC(=O)C(C(C5=CC=CC=C5)NC(=O)OC(C)(C)C)O)O)OC(=O)C6=CC=CC=C6)(CO4)OC(=O)C)O)C)O. Cell line: MALME-3M. Synergy scores: CSS=37.9, Synergy_ZIP=-5.57, Synergy_Bliss=-7.10, Synergy_Loewe=-1.25, Synergy_HSA=0.897. (4) Drug 1: CCC1=C2CN3C(=CC4=C(C3=O)COC(=O)C4(CC)O)C2=NC5=C1C=C(C=C5)O. Drug 2: C1CC(=O)NC(=O)C1N2C(=O)C3=CC=CC=C3C2=O. Cell line: HCT-15. Synergy scores: CSS=14.7, Synergy_ZIP=-1.15, Synergy_Bliss=5.88, Synergy_Loewe=-12.9, Synergy_HSA=3.97.